This data is from Reaction yield outcomes from USPTO patents with 853,638 reactions. The task is: Predict the reaction yield, written as a fraction of the theoretical maximum amount of product (1.0 means a 100% yield; for example, 0.34 means a 34% yield). (1) The product is [CH3:1][S:2]([NH:5][C:6]1[C:7]([C:19]2[CH:24]=[CH:23][CH:22]=[CH:21][CH:20]=2)=[N:8][C:9]2[C:14]([C:15]=1[C:16]([NH:64][C@H:61]([C:55]1[CH:60]=[CH:59][CH:58]=[CH:57][CH:56]=1)[CH2:62][CH3:63])=[O:18])=[CH:13][CH:12]=[CH:11][CH:10]=2)(=[O:4])=[O:3]. The yield is 0.150. The catalyst is O1CCCC1. The reactants are [CH3:1][S:2]([NH:5][C:6]1[C:7]([C:19]2[CH:24]=[CH:23][CH:22]=[CH:21][CH:20]=2)=[N:8][C:9]2[C:14]([C:15]=1[C:16]([OH:18])=O)=[CH:13][CH:12]=[CH:11][CH:10]=2)(=[O:4])=[O:3].C1C=C2N=NN(O)C2=CC=1.O.CN1CCOCC1.CCN=C=NCCCN(C)C.Cl.[C:55]1([C@@H:61]([NH2:64])[CH2:62][CH3:63])[CH:60]=[CH:59][CH:58]=[CH:57][CH:56]=1. (2) The reactants are [C:1]1([NH:7][C:8](=[O:28])[C:9]([OH:27])([C:23]([F:26])([F:25])[F:24])[CH2:10][C:11]([C:14]2[CH:19]=[C:18]([F:20])[CH:17]=[CH:16][C:15]=2[O:21]C)([CH3:13])[CH3:12])[CH:6]=[CH:5][CH:4]=[CH:3][CH:2]=1.B(Br)(Br)Br. The catalyst is ClCCl. The product is [C:1]1([NH:7][C:8](=[O:28])[C:9]([OH:27])([C:23]([F:25])([F:26])[F:24])[CH2:10][C:11]([C:14]2[CH:19]=[C:18]([F:20])[CH:17]=[CH:16][C:15]=2[OH:21])([CH3:13])[CH3:12])[CH:2]=[CH:3][CH:4]=[CH:5][CH:6]=1. The yield is 0.710.